This data is from Catalyst prediction with 721,799 reactions and 888 catalyst types from USPTO. The task is: Predict which catalyst facilitates the given reaction. (1) Reactant: [F:1][C:2]1[CH:3]=[C:4]([CH2:8][CH:9]([C:13]2[CH:18]=[CH:17][C:16]([S:19]([CH3:22])(=[O:21])=[O:20])=[CH:15][CH:14]=2)[C:10](O)=[O:11])[CH:5]=[CH:6][CH:7]=1.[NH2:23][C:24]1[N:25]=[CH:26][C:27]([CH2:30][O:31][C:32](=[O:34])[CH3:33])=[N:28][CH:29]=1.CCN=C=NCCCN(C)C.Cl. Product: [F:1][C:2]1[CH:3]=[C:4]([CH2:8][CH:9]([C:13]2[CH:18]=[CH:17][C:16]([S:19]([CH3:22])(=[O:21])=[O:20])=[CH:15][CH:14]=2)[C:10]([NH:23][C:24]2[N:25]=[CH:26][C:27]([CH2:30][O:31][C:32](=[O:34])[CH3:33])=[N:28][CH:29]=2)=[O:11])[CH:5]=[CH:6][CH:7]=1. The catalyst class is: 64. (2) Reactant: [CH2:1]([C:3]1[C:10]([O:11][CH3:12])=[CH:9][C:6]([CH:7]=O)=[CH:5][C:4]=1[O:13][CH3:14])[CH3:2].[ClH:15].CO.C(O[CH:21](OCC)[CH2:22][NH:23][CH2:24][C:25]1[CH:30]=[CH:29][CH:28]=[C:27]([O:31][CH2:32][CH3:33])[C:26]=1[OH:34])C. Product: [ClH:15].[CH2:32]([O:31][C:27]1[C:26]([OH:34])=[C:25]2[C:30]([C:21]([CH2:7][C:6]3[CH:9]=[C:10]([O:11][CH3:12])[C:3]([CH2:1][CH3:2])=[C:4]([O:13][CH3:14])[CH:5]=3)=[CH:22][N:23]=[CH:24]2)=[CH:29][CH:28]=1)[CH3:33]. The catalyst class is: 14. (3) Reactant: C[Al](C)C.[CH3:5][O:6][CH2:7][CH2:8][NH2:9].[CH3:10][C:11]1[O:15][N:14]=[C:13]([C:16]2[CH:21]=[CH:20][CH:19]=[CH:18][CH:17]=2)[C:12]=1[CH2:22][O:23][C:24]1[CH:32]=[CH:31][C:27]([C:28](O)=[O:29])=[CH:26][N:25]=1.O. Product: [CH3:5][O:6][CH2:7][CH2:8][NH:9][C:28](=[O:29])[C:27]1[CH:31]=[CH:32][C:24]([O:23][CH2:22][C:12]2[C:13]([C:16]3[CH:17]=[CH:18][CH:19]=[CH:20][CH:21]=3)=[N:14][O:15][C:11]=2[CH3:10])=[N:25][CH:26]=1. The catalyst class is: 12. (4) Reactant: [NH2:1][C@@H:2]([CH2:20][C:21]1[CH:26]=[C:25]([F:27])[CH:24]=[C:23]([F:28])[CH:22]=1)[C@H:3]([OH:19])[CH2:4][NH:5][CH:6]1[C:15]2[C:10](=[CH:11][CH:12]=[C:13]([CH2:16][CH3:17])[CH:14]=2)[N:9]([CH3:18])[CH2:8][CH2:7]1.[C:29](N1C=CN=C1)(=[O:31])[CH3:30]. Product: [F:27][C:25]1[CH:26]=[C:21]([CH:22]=[C:23]([F:28])[CH:24]=1)[CH2:20][C@H:2]([NH:1][C:29](=[O:31])[CH3:30])[C@H:3]([OH:19])[CH2:4][NH:5][CH:6]1[C:15]2[C:10](=[CH:11][CH:12]=[C:13]([CH2:16][CH3:17])[CH:14]=2)[N:9]([CH3:18])[CH2:8][CH2:7]1. The catalyst class is: 4. (5) Reactant: [Cl:1][C:2]1[CH:3]=[C:4]([NH:11][C:12]2[CH:17]=[CH:16][CH:15]=[C:14]([N:18]3[CH2:22][CH2:21][CH2:20][CH:19]3[CH3:23])[N:13]=2)[C:5]2[N:6]([CH:8]=[CH:9][N:10]=2)[N:7]=1.CC1(C)C(C)(C)OB([C:32]2[CH:41]=[C:40]3[C:35]([CH2:36][CH2:37][CH2:38][NH:39]3)=[CH:34][CH:33]=2)O1.CC(C1C=C(C(C)C)C(C2C=CC=CC=2P(C2CCCCC2)C2CCCCC2)=C(C(C)C)C=1)C.C([O-])([O-])=O.[Na+].[Na+]. Product: [ClH:1].[CH3:23][CH:19]1[CH2:20][CH2:21][CH2:22][N:18]1[C:14]1[N:13]=[C:12]([NH:11][C:4]2[C:5]3[N:6]([CH:8]=[CH:9][N:10]=3)[N:7]=[C:2]([C:32]3[CH:41]=[C:40]4[C:35]([CH2:36][CH2:37][CH2:38][NH:39]4)=[CH:34][CH:33]=3)[CH:3]=2)[CH:17]=[CH:16][CH:15]=1. The catalyst class is: 333.